From a dataset of Full USPTO retrosynthesis dataset with 1.9M reactions from patents (1976-2016). Predict the reactants needed to synthesize the given product. (1) Given the product [C:9]([C:3]1[CH:4]=[C:5]([Cl:8])[CH:6]=[CH:7][C:2]=1[NH:1][S:13]([C:16]([F:19])([F:18])[F:17])(=[O:14])=[O:12])(=[O:11])[CH3:10], predict the reactants needed to synthesize it. The reactants are: [NH2:1][C:2]1[CH:7]=[CH:6][C:5]([Cl:8])=[CH:4][C:3]=1[C:9](=[O:11])[CH3:10].[O:12](S(C(F)(F)F)(=O)=O)[S:13]([C:16]([F:19])([F:18])[F:17])(=O)=[O:14]. (2) The reactants are: Br.[NH2:2][C:3]1[N:11]=[CH:10][C:9]([Br:12])=[CH:8][C:4]=1[C:5](O)=[O:6].[Cl-].[NH4+].CC[N:17](CC)CC.C(P(C#N)(CC)=O)C. Given the product [NH2:2][C:3]1[N:11]=[CH:10][C:9]([Br:12])=[CH:8][C:4]=1[C:5]([NH2:17])=[O:6], predict the reactants needed to synthesize it. (3) Given the product [CH3:1][O:2][C:3]([C:5]1([F:24])[C@H:11]([CH3:12])[CH2:10][NH:9][C:8]2[CH:20]=[CH:21][CH:22]=[CH:23][C:7]=2[CH2:6]1)=[O:4], predict the reactants needed to synthesize it. The reactants are: [CH3:1][O:2][C:3]([C:5]1([F:24])[C@H:11]([CH3:12])[CH2:10][N:9](C(OC(C)(C)C)=O)[C:8]2[CH:20]=[CH:21][CH:22]=[CH:23][C:7]=2[CH2:6]1)=[O:4].FC(F)(F)C(O)=O.[OH-].[Na+]. (4) Given the product [Br:1][C:2]1[CH:7]=[CH:6][C:5]([C:8]2[CH:13]=[CH:12][C:11]([Br:14])=[CH:10][C:9]=2[CH2:15][OH:16])=[C:4]([CH2:17][OH:18])[CH:3]=1, predict the reactants needed to synthesize it. The reactants are: [Br:1][C:2]1[CH:3]=[C:4]([CH:17]=[O:18])[C:5]([C:8]2[C:9]([CH:15]=[O:16])=[CH:10][C:11]([Br:14])=[CH:12][CH:13]=2)=[CH:6][CH:7]=1.[BH4-].[Na+]. (5) Given the product [CH3:1][N:2]1[C:6]2=[N:7][CH:8]=[C:9]([CH2:11][NH2:12])[CH:10]=[C:5]2[CH:4]=[CH:3]1, predict the reactants needed to synthesize it. The reactants are: [CH3:1][N:2]1[C:6]2=[N:7][CH:8]=[C:9]([C:11]#[N:12])[CH:10]=[C:5]2[CH:4]=[CH:3]1. (6) Given the product [CH2:1]([O:3][C:4](=[O:13])[CH2:5][C:6]1[CH:11]=[CH:10][CH:9]=[C:8]([NH:12][CH:14]=[O:15])[CH:7]=1)[CH3:2], predict the reactants needed to synthesize it. The reactants are: [CH2:1]([O:3][C:4](=[O:13])[CH2:5][C:6]1[CH:11]=[CH:10][CH:9]=[C:8]([NH2:12])[CH:7]=1)[CH3:2].[CH:14](O)=[O:15]. (7) Given the product [NH2:19][C:18]1[CH:17]=[CH:16][C:4]([O:5][C:6]2[CH:11]=[CH:10][N:9]=[C:8]([C:12]([O:14][CH3:15])=[O:13])[CH:7]=2)=[CH:3][C:2]=1[F:1], predict the reactants needed to synthesize it. The reactants are: [F:1][C:2]1[CH:3]=[C:4]([CH:16]=[CH:17][C:18]=1[N+:19]([O-])=O)[O:5][C:6]1[CH:11]=[CH:10][N:9]=[C:8]([C:12]([O:14][CH3:15])=[O:13])[CH:7]=1.